From a dataset of Catalyst prediction with 721,799 reactions and 888 catalyst types from USPTO. Predict which catalyst facilitates the given reaction. (1) Reactant: C(OC([N:8]1[CH2:12][CH2:11][CH2:10][C@H:9]1[CH2:13][NH:14][C:15]1[CH:20]=[CH:19][C:18]([Cl:21])=[C:17]([O:22][CH3:23])[CH:16]=1)=O)(C)(C)C.CO[C:26]([CH3:28])=[CH2:27].FC(F)(F)C(O)=O.C(O[BH-](OC(=O)C)OC(=O)C)(=O)C.[Na+]. Product: [Cl:21][C:18]1[CH:19]=[CH:20][C:15]([N:14]([CH:26]([CH3:28])[CH3:27])[CH2:13][C@@H:9]2[CH2:10][CH2:11][CH2:12][NH:8]2)=[CH:16][C:17]=1[O:22][CH3:23]. The catalyst class is: 389. (2) Reactant: [NH2:1][C:2]1[C:7]([CH:8]=O)=[CH:6][N:5]=[C:4]([CH3:10])[N:3]=1.[C:11](OCC)(=[O:18])[CH2:12][C:13]([O:15][CH2:16][CH3:17])=[O:14].C(=O)([O-])[O-].[K+].[K+].C(N(CC)CC)C. Product: [CH3:10][C:4]1[N:5]=[CH:6][C:7]2[CH:8]=[C:12]([C:13]([O:15][CH2:16][CH3:17])=[O:14])[C:11](=[O:18])[NH:1][C:2]=2[N:3]=1. The catalyst class is: 3. (3) The catalyst class is: 12. Reactant: [O:1]1[C:5]2[CH:6]=[CH:7][CH:8]=[CH:9][C:4]=2[N:3]=[C:2]1[N:10]1[CH2:15][CH2:14][N:13]([C:16](=[O:32])[C@@H:17]([NH:24]C(=O)OC(C)(C)C)[CH2:18][C:19]2[S:20][CH:21]=[CH:22][CH:23]=2)[CH2:12][CH2:11]1.[ClH:33]. Product: [ClH:33].[NH2:24][C@@H:17]([CH2:18][C:19]1[S:20][CH:21]=[CH:22][CH:23]=1)[C:16]([N:13]1[CH2:14][CH2:15][N:10]([C:2]2[O:1][C:5]3[CH:6]=[CH:7][CH:8]=[CH:9][C:4]=3[N:3]=2)[CH2:11][CH2:12]1)=[O:32]. (4) Reactant: ClC1N=C(N2CCOCC2)C2SC=CC=2N=1.[NH2:17][C:18]1[CH:22]=[CH:21][S:20][C:19]=1[C:23]([O:25]C)=O.[O-:27][C:28]#[N:29].[K+]. Product: [NH:17]1[C:18]2[CH:22]=[CH:21][S:20][C:19]=2[C:23](=[O:25])[NH:29][C:28]1=[O:27]. The catalyst class is: 86. (5) Reactant: Br[C:2]1[CH:7]=[CH:6][C:5]([C:8]([F:11])([F:10])[F:9])=[CH:4][CH:3]=1.[Mg].II.[N:15]1[CH:20]=[CH:19][C:18]([CH:21]=[O:22])=[CH:17][CH:16]=1.[Cl-].[NH4+]. Product: [F:9][C:8]([C:5]1[CH:6]=[CH:7][CH:2]=[CH:3][C:4]=1[C:18]1([CH2:21][OH:22])[CH:17]=[CH:16][N:15]=[CH:20][CH2:19]1)([F:11])[F:10]. The catalyst class is: 1. (6) Reactant: [Cl:1][C:2]1[CH:7]=[CH:6][C:5]([CH2:8][CH:9]([C:14]2[CH:19]=[CH:18][CH:17]=[CH:16][CH:15]=2)[C:10]([O:12]C)=[O:11])=[CH:4][CH:3]=1.O.[OH-].[Li+]. Product: [Cl:1][C:2]1[CH:3]=[CH:4][C:5]([CH2:8][CH:9]([C:14]2[CH:15]=[CH:16][CH:17]=[CH:18][CH:19]=2)[C:10]([OH:12])=[O:11])=[CH:6][CH:7]=1. The catalyst class is: 47. (7) Reactant: [C:1]([NH:9][C@@H:10]1[CH2:19][CH2:18][C:13]2([O:17][CH2:16][CH2:15][O:14]2)[CH2:12][C@@H:11]1[C:20]([O:22]CC)=[O:21])(=[O:8])[C:2]1[CH:7]=[CH:6][CH:5]=[CH:4][CH:3]=1.[Li+].[OH-].O. Product: [C:1]([NH:9][C@@H:10]1[CH2:19][CH2:18][C:13]2([O:17][CH2:16][CH2:15][O:14]2)[CH2:12][C@@H:11]1[C:20]([OH:22])=[O:21])(=[O:8])[C:2]1[CH:7]=[CH:6][CH:5]=[CH:4][CH:3]=1. The catalyst class is: 1.